This data is from NCI-60 drug combinations with 297,098 pairs across 59 cell lines. The task is: Regression. Given two drug SMILES strings and cell line genomic features, predict the synergy score measuring deviation from expected non-interaction effect. (1) Drug 2: CNC(=O)C1=CC=CC=C1SC2=CC3=C(C=C2)C(=NN3)C=CC4=CC=CC=N4. Cell line: OVCAR3. Synergy scores: CSS=0.776, Synergy_ZIP=3.10, Synergy_Bliss=4.50, Synergy_Loewe=1.90, Synergy_HSA=0.565. Drug 1: CC1=C(C=C(C=C1)NC2=NC=CC(=N2)N(C)C3=CC4=NN(C(=C4C=C3)C)C)S(=O)(=O)N.Cl. (2) Drug 1: CN(C)C1=NC(=NC(=N1)N(C)C)N(C)C. Drug 2: C1C(C(OC1N2C=NC3=C2NC=NCC3O)CO)O. Cell line: UACC62. Synergy scores: CSS=-2.53, Synergy_ZIP=0.0438, Synergy_Bliss=-1.74, Synergy_Loewe=-3.57, Synergy_HSA=-2.64. (3) Drug 1: C1CCN(CC1)CCOC2=CC=C(C=C2)C(=O)C3=C(SC4=C3C=CC(=C4)O)C5=CC=C(C=C5)O. Drug 2: CC1C(C(CC(O1)OC2CC(CC3=C2C(=C4C(=C3O)C(=O)C5=C(C4=O)C(=CC=C5)OC)O)(C(=O)C)O)N)O.Cl. Cell line: TK-10. Synergy scores: CSS=32.5, Synergy_ZIP=-8.16, Synergy_Bliss=0.740, Synergy_Loewe=-7.11, Synergy_HSA=1.39. (4) Drug 1: C1=CN(C=N1)CC(O)(P(=O)(O)O)P(=O)(O)O. Synergy scores: CSS=16.1, Synergy_ZIP=-9.31, Synergy_Bliss=3.41, Synergy_Loewe=-11.7, Synergy_HSA=1.41. Cell line: SNB-75. Drug 2: C1=NC2=C(N1)C(=S)N=CN2. (5) Drug 1: CC12CCC3C(C1CCC2=O)CC(=C)C4=CC(=O)C=CC34C. Drug 2: CCC(=C(C1=CC=CC=C1)C2=CC=C(C=C2)OCCN(C)C)C3=CC=CC=C3.C(C(=O)O)C(CC(=O)O)(C(=O)O)O. Cell line: TK-10. Synergy scores: CSS=34.2, Synergy_ZIP=1.11, Synergy_Bliss=1.23, Synergy_Loewe=0.892, Synergy_HSA=0.903.